This data is from Catalyst prediction with 721,799 reactions and 888 catalyst types from USPTO. The task is: Predict which catalyst facilitates the given reaction. Reactant: [C:1]([C:5]1[CH:10]=[CH:9][C:8]([N:11]2[C:15](=[O:16])[C:14]([CH3:18])([CH3:17])[N:13]([CH2:19][C:20]3[CH:25]=[CH:24][N:23]4[O:26][C:27](=S)[N:28]=[C:22]4[CH:21]=3)[C:12]2=[O:30])=[CH:7][CH:6]=1)([CH3:4])([CH3:3])[CH3:2].[N:31]1([CH2:36][CH2:37][CH2:38][NH2:39])[CH2:35][CH2:34][CH2:33][CH2:32]1. Product: [C:1]([C:5]1[CH:10]=[CH:9][C:8]([N:11]2[C:15](=[O:16])[C:14]([CH3:18])([CH3:17])[N:13]([CH2:19][C:20]3[CH:25]=[CH:24][N:23]=[C:22]([NH:28][C:27]([NH:39][CH2:38][CH2:37][CH2:36][N:31]4[CH2:35][CH2:34][CH2:33][CH2:32]4)=[O:26])[CH:21]=3)[C:12]2=[O:30])=[CH:7][CH:6]=1)([CH3:4])([CH3:3])[CH3:2]. The catalyst class is: 58.